Dataset: Reaction yield outcomes from USPTO patents with 853,638 reactions. Task: Predict the reaction yield, written as a fraction of the theoretical maximum amount of product (1.0 means a 100% yield; for example, 0.34 means a 34% yield). (1) The reactants are [CH2:1]([CH:4]1[CH2:8][CH:7]([O:9][CH2:10][C:11]2[CH:16]=[CH:15][CH:14]=[CH:13][CH:12]=2)[CH2:6][N:5]1[C:17](=[O:28])[CH:18]([NH2:27])[CH2:19][C:20]1[CH:25]=[CH:24][C:23]([F:26])=[CH:22][CH:21]=1)[CH:2]=[CH2:3].[C:29]([N:36]1[CH:45]([C:46](O)=[O:47])[CH2:44][CH:43]2[C:38](=[CH:39][CH:40]=[CH:41][CH2:42]2)[CH2:37]1)([O:31][C:32]([CH3:35])([CH3:34])[CH3:33])=[O:30].ON1C2C=CC=CC=2N=N1.CN1CCOCC1.CN(C)CCCN=C=NCC. The catalyst is CN(C=O)C. The product is [C:32]([O:31][C:29]([N:36]1[CH:45]([C:46](=[O:47])[NH:27][CH:18]([CH2:19][C:20]2[CH:21]=[CH:22][C:23]([F:26])=[CH:24][CH:25]=2)[C:17]([N:5]2[CH2:6][CH:7]([O:9][CH2:10][C:11]3[CH:16]=[CH:15][CH:14]=[CH:13][CH:12]=3)[CH2:8][CH:4]2[CH2:1][CH:2]=[CH2:3])=[O:28])[CH2:44][C:43]2[C:38](=[CH:39][CH:40]=[CH:41][CH:42]=2)[CH2:37]1)=[O:30])([CH3:35])([CH3:34])[CH3:33]. The yield is 0.770. (2) The reactants are [CH:1]1([CH2:4][O:5][C:6]2[CH:7]=[C:8]([CH:11]=[CH:12][C:13]=2[O:14][CH:15]([F:17])[F:16])[CH:9]=[O:10])[CH2:3][CH2:2]1.[O-:18][Mn](=O)(=O)=O.[K+].C([O-])([O-])=O.[K+].[K+]. The catalyst is CC(C)=O.O. The product is [CH:1]1([CH2:4][O:5][C:6]2[CH:7]=[C:8]([CH:11]=[CH:12][C:13]=2[O:14][CH:15]([F:16])[F:17])[C:9]([OH:18])=[O:10])[CH2:3][CH2:2]1. The yield is 0.830. (3) The reactants are [Mg].II.Br[CH:5]([CH2:7][CH2:8][CH3:9])[CH3:6].[CH2:10]([N:17]1[CH2:21][CH:20]([CH2:22]I)[CH2:19][C:18]1=[O:24])[C:11]1[CH:16]=[CH:15][CH:14]=[CH:13][CH:12]=1. The catalyst is C1COCC1. The product is [CH2:10]([N:17]1[CH2:21][CH:20]([CH2:22][CH:5]([CH3:6])[CH2:7][CH2:8][CH3:9])[CH2:19][C:18]1=[O:24])[C:11]1[CH:16]=[CH:15][CH:14]=[CH:13][CH:12]=1. The yield is 0.690. (4) The reactants are [CH3:1][C:2]([C:13]1[NH:14][C:15]2[C:20]([CH:21]=1)=[CH:19][C:18]([N+:22]([O-])=O)=[CH:17][CH:16]=2)([CH3:12])[CH2:3][NH:4][C:5](=[O:11])[O:6][C:7]([CH3:10])([CH3:9])[CH3:8].C([O-])=O.[NH4+]. The catalyst is C1COCC1.O.[Pd]. The product is [NH2:22][C:18]1[CH:19]=[C:20]2[C:15](=[CH:16][CH:17]=1)[NH:14][C:13]([C:2]([CH3:12])([CH3:1])[CH2:3][NH:4][C:5](=[O:11])[O:6][C:7]([CH3:9])([CH3:8])[CH3:10])=[CH:21]2. The yield is 0.800. (5) The reactants are [NH2:1][C:2]1[CH:25]=[CH:24][C:23]([N:26]2[CH2:31][CH2:30][CH2:29][CH2:28][CH2:27]2)=[CH:22][C:3]=1[C:4]([NH:6][C:7]1[CH:11]=[CH:10][N:9]([C:12]2[CH:17]=[CH:16][CH:15]=[C:14]([C:18]([F:21])([F:20])[F:19])[CH:13]=2)[N:8]=1)=[O:5].[CH3:32][N:33]([CH2:45][CH2:46][N:47]1[CH2:52][CH2:51][O:50][CH2:49][CH2:48]1)[C:34]([C:36]1[CH:37]=[C:38]([CH:42]=[CH:43][CH:44]=1)[C:39](O)=[O:40])=[O:35].CCN=C=NCCCN(C)C.Cl. The catalyst is CN(C)C1C=CN=CC=1.ClCCl. The product is [CH3:32][N:33]([CH2:45][CH2:46][N:47]1[CH2:52][CH2:51][O:50][CH2:49][CH2:48]1)[C:34](=[O:35])[C:36]1[CH:44]=[CH:43][CH:42]=[C:38]([C:39]([NH:1][C:2]2[CH:25]=[CH:24][C:23]([N:26]3[CH2:31][CH2:30][CH2:29][CH2:28][CH2:27]3)=[CH:22][C:3]=2[C:4](=[O:5])[NH:6][C:7]2[CH:11]=[CH:10][N:9]([C:12]3[CH:17]=[CH:16][CH:15]=[C:14]([C:18]([F:20])([F:21])[F:19])[CH:13]=3)[N:8]=2)=[O:40])[CH:37]=1. The yield is 0.660. (6) The catalyst is C(#N)C. The reactants are [C:1]([C:3]1[C:4]([C:20]([F:23])([F:22])[F:21])=[C:5]2[C:9](=[CH:10][CH:11]=1)[N:8]([CH2:12][C:13](=[NH:16])[NH:14][OH:15])[C:7]([CH2:17][CH2:18][CH3:19])=[CH:6]2)#[N:2].[F:24][C:25]([F:36])([F:35])[C:26]1[CH:27]=[C:28]([CH:32]=[CH:33][CH:34]=1)[C:29](Cl)=O.C(N(CC)C(C)C)(C)C. The yield is 0.410. The product is [CH2:17]([C:7]1[N:8]([CH2:12][C:13]2[N:16]=[C:29]([C:28]3[CH:32]=[CH:33][CH:34]=[C:26]([C:25]([F:24])([F:35])[F:36])[CH:27]=3)[O:15][N:14]=2)[C:9]2[C:5]([CH:6]=1)=[C:4]([C:20]([F:22])([F:23])[F:21])[C:3]([C:1]#[N:2])=[CH:11][CH:10]=2)[CH2:18][CH3:19]. (7) The reactants are [OH:1][C:2]1[CH:14]=[CH:13][C:12]2[C:11]3[C:6](=[CH:7][C:8]([OH:15])=[CH:9][CH:10]=3)[C:5](=[O:16])[C:4]=2[CH:3]=1.[C:17]([N:24]1[CH2:28][CH2:27][CH2:26][C@@H:25]1[CH2:29]O)([O:19][C:20]([CH3:23])([CH3:22])[CH3:21])=[O:18].[C:48]1(P([C:44]2[CH:49]=[CH:48][CH:47]=[CH:46]C=2)[C:48]2[CH:49]=[CH:44]C=[CH:46][CH:47]=2)[CH:49]=[CH:44]C=[CH:46][CH:47]=1.[CH3:50][C:51]([O:54][C:55](/[N:57]=[N:57]/[C:55]([O:54][C:51]([CH3:53])([CH3:52])[CH3:50])=[O:56])=[O:56])([CH3:53])[CH3:52]. The catalyst is C1COCC1. The product is [C:55]([N:57]1[CH2:46][CH2:47][CH2:48][C@@H:49]1[CH2:44][O:1][C:2]1[CH:14]=[CH:13][C:12]2[C:11]3[C:6](=[CH:7][C:8]([O:15][CH2:29][C@H:25]4[CH2:26][CH2:27][CH2:28][N:24]4[C:17]([O:19][C:20]([CH3:21])([CH3:22])[CH3:23])=[O:18])=[CH:9][CH:10]=3)[C:5](=[O:16])[C:4]=2[CH:3]=1)([O:54][C:51]([CH3:53])([CH3:52])[CH3:50])=[O:56]. The yield is 0.540.